Task: Predict the reactants needed to synthesize the given product.. Dataset: Full USPTO retrosynthesis dataset with 1.9M reactions from patents (1976-2016) (1) The reactants are: CN1C2C(N)=CC=CC=2N=C1.N(C1C=C(S(N)(=O)=O)C=CC=1OC)=C=S.C[C:28]1[N:29]([CH3:55])[C:30]2[C:36]([NH:37][C:38](=[S:54])[NH:39][C:40]3[CH:41]=[C:42]([S:50]([NH2:53])(=[O:52])=[O:51])[CH:43]=[CH:44][C:45]=3[O:46][CH:47](C)C)=[CH:35][CH:34]=[CH:33][C:31]=2[N:32]=1. Given the product [CH3:47][O:46][C:45]1[CH:44]=[CH:43][C:42]([S:50]([NH2:53])(=[O:52])=[O:51])=[CH:41][C:40]=1[NH:39][C:38]([NH:37][C:36]1[C:30]2[N:29]([CH3:55])[CH:28]=[N:32][C:31]=2[CH:33]=[CH:34][CH:35]=1)=[S:54], predict the reactants needed to synthesize it. (2) The reactants are: [F:1][C:2]1[CH:3]=[CH:4][C:5]2[N:9]=[C:8]([C@@H:10]([NH2:12])[CH3:11])[N:7]([CH3:13])[C:6]=2[C:14]=1[C:15]1[CH:20]=[CH:19][CH:18]=[CH:17][N:16]=1.Cl[C:22]1[N:30]=[CH:29][N:28]=[C:27]2[C:23]=1[N:24]=[CH:25][N:26]2C1CCCCO1.CCN(C(C)C)C(C)C. Given the product [F:1][C:2]1[CH:3]=[CH:4][C:5]2[N:9]=[C:8]([C@@H:10]([NH:12][C:22]3[N:30]=[CH:29][N:28]=[C:27]4[C:23]=3[N:24]=[CH:25][NH:26]4)[CH3:11])[N:7]([CH3:13])[C:6]=2[C:14]=1[C:15]1[CH:20]=[CH:19][CH:18]=[CH:17][N:16]=1, predict the reactants needed to synthesize it. (3) Given the product [CH3:27][N:28]1[C:32]([C:33]2[CH:38]=[CH:37][C:36]([NH:39][C:17]3[N:18]=[CH:19][C:14]4[CH:13]=[CH:12][C:11]([C:9]5[CH:8]=[N:7][N:6]([CH2:5][C:4]([CH3:25])([OH:26])[CH3:3])[CH:10]=5)=[N:24][C:15]=4[N:16]=3)=[C:35]([O:42][CH3:43])[CH:34]=2)=[CH:31][N:30]=[C:29]1[CH3:44], predict the reactants needed to synthesize it. The reactants are: [H-].[Na+].[CH3:3][C:4]([OH:26])([CH3:25])[CH2:5][N:6]1[CH:10]=[C:9]([C:11]2[CH:12]=[CH:13][C:14]3[CH:19]=[N:18][C:17](S(C)(=O)=O)=[N:16][C:15]=3[N:24]=2)[CH:8]=[N:7]1.[CH3:27][N:28]1[C:32]([C:33]2[CH:38]=[CH:37][C:36]([NH:39]C=O)=[C:35]([O:42][CH3:43])[CH:34]=2)=[CH:31][N:30]=[C:29]1[CH3:44]. (4) Given the product [Br:1][C:2]1[CH:7]=[C:6]([N:16]2[CH2:17][CH2:18][N:13]([CH3:12])[CH2:14][CH2:15]2)[CH:5]=[CH:4][C:3]=1[N+:9]([O-:11])=[O:10], predict the reactants needed to synthesize it. The reactants are: [Br:1][C:2]1[CH:7]=[C:6](F)[CH:5]=[CH:4][C:3]=1[N+:9]([O-:11])=[O:10].[CH3:12][N:13]1[CH2:18][CH2:17][NH:16][CH2:15][CH2:14]1.O. (5) Given the product [ClH:21].[F:20][C:16]1([F:19])[CH2:17][CH2:18][N:14]([CH:11]2[CH2:10][CH2:9][NH:8][CH2:13][CH2:12]2)[CH2:15]1, predict the reactants needed to synthesize it. The reactants are: C(OC([N:8]1[CH2:13][CH2:12][CH:11]([N:14]2[CH2:18][CH2:17][C:16]([F:20])([F:19])[CH2:15]2)[CH2:10][CH2:9]1)=O)(C)(C)C.[ClH:21]. (6) Given the product [Cl:16][C:12]1[C:11]([CH3:17])=[C:10]([C:9](=[O:18])[CH2:6][C:2]#[N:1])[CH:15]=[CH:14][CH:13]=1, predict the reactants needed to synthesize it. The reactants are: [NH2:1][C:2]1[CH:6]=CNN=1.CO[C:9](=[O:18])[C:10]1[CH:15]=[CH:14][CH:13]=[C:12]([Cl:16])[C:11]=1[CH3:17]. (7) The reactants are: C(Cl)(=O)C(Cl)=O.[Cl:7][C:8]1[CH:13]=[CH:12][C:11]([C:14]2[S:18][C:17]([C:19]([OH:21])=O)=[CH:16][CH:15]=2)=[CH:10][CH:9]=1.[C:22]([O:26][C:27]([N:29]1[C:37]2[C:32](=[CH:33][CH:34]=[C:35]([NH2:38])[CH:36]=2)[C:31]([N:39]([C:48]([O:50][C:51]([CH3:54])([CH3:53])[CH3:52])=[O:49])[CH2:40][CH2:41][N:42]2[CH2:47][CH2:46][CH2:45][CH2:44][CH2:43]2)=[N:30]1)=[O:28])([CH3:25])([CH3:24])[CH3:23]. Given the product [C:22]([O:26][C:27]([N:29]1[CH:37]2[CH:32]([CH:33]=[CH:34][C:35]([NH:38][C:19]([C:17]3[S:18][C:14]([C:11]4[CH:10]=[CH:9][C:8]([Cl:7])=[CH:13][CH:12]=4)=[CH:15][CH:16]=3)=[O:21])=[CH:36]2)[C:31]([N:39]([C:48]([O:50][C:51]([CH3:54])([CH3:53])[CH3:52])=[O:49])[CH2:40][CH2:41][N:42]2[CH2:43][CH2:44][CH2:45][CH2:46][CH2:47]2)=[N:30]1)=[O:28])([CH3:25])([CH3:24])[CH3:23], predict the reactants needed to synthesize it. (8) Given the product [N:1]1([C:11]([C:13]2[CH:14]=[C:15]([CH:19]=[C:20]([N:22]3[C:31](=[O:32])[C:30]4[C:25](=[CH:26][CH:27]=[CH:28][CH:29]=4)[NH:24][C:23]3=[O:33])[CH:21]=2)[C:16]#[N:18])=[O:12])[C:10]2[C:5](=[CH:6][CH:7]=[CH:8][CH:9]=2)[CH2:4][CH2:3][CH2:2]1, predict the reactants needed to synthesize it. The reactants are: [N:1]1([C:11]([C:13]2[CH:14]=[C:15]([CH:19]=[C:20]([N:22]3[C:31](=[O:32])[C:30]4[C:25](=[CH:26][CH:27]=[CH:28][CH:29]=4)[NH:24][C:23]3=[O:33])[CH:21]=2)[C:16]([NH2:18])=O)=[O:12])[C:10]2[C:5](=[CH:6][CH:7]=[CH:8][CH:9]=2)[CH2:4][CH2:3][CH2:2]1.CN(C=O)C.S(Cl)(Cl)=O.C(=O)([O-])O.[Na+]. (9) Given the product [Si:1]([O:8][CH2:9][CH2:10][N:11]1[C:12]2[C:21]3[N:20]=[CH:19][CH:18]=[CH:17][C:16]=3[N:15]=[CH:14][C:13]=2[N:22]=[C:31]1[CH2:30][O:32][CH2:33][CH3:34])([C:4]([CH3:7])([CH3:5])[CH3:6])([CH3:3])[CH3:2], predict the reactants needed to synthesize it. The reactants are: [Si:1]([O:8][CH2:9][CH2:10][NH:11][C:12]1[C:21]2[C:16](=[CH:17][CH:18]=[CH:19][N:20]=2)[N:15]=[CH:14][C:13]=1[NH2:22])([C:4]([CH3:7])([CH3:6])[CH3:5])([CH3:3])[CH3:2].C(N(CC)CC)C.[CH2:30]([O:32][CH2:33][C:34](Cl)=O)[CH3:31].